This data is from Full USPTO retrosynthesis dataset with 1.9M reactions from patents (1976-2016). The task is: Predict the reactants needed to synthesize the given product. (1) Given the product [CH3:1][C:2]1[CH:7]=[C:6]([N+:8]([O-:10])=[O:9])[CH:5]=[CH:4][C:3]=1[N:11]=[C:12]1[S:16][CH2:15][C:14]2([CH2:17][CH2:18][CH2:19][CH2:20]2)[N:13]1[CH2:22][CH:23]([CH2:26][CH3:27])[CH2:24][CH3:25], predict the reactants needed to synthesize it. The reactants are: [CH3:1][C:2]1[CH:7]=[C:6]([N+:8]([O-:10])=[O:9])[CH:5]=[CH:4][C:3]=1[N:11]=[C:12]1[S:16][CH2:15][C:14]2([CH2:20][CH2:19][CH2:18][CH2:17]2)[NH:13]1.Br[CH2:22][CH:23]([CH2:26][CH3:27])[CH2:24][CH3:25]. (2) Given the product [CH2:17]([O:13][CH:10]1[CH2:11][O:12][C:7]([CH3:14])([CH3:6])[O:8][CH2:9]1)[C:18]1[CH:23]=[CH:22][CH:21]=[CH:20][CH:19]=1, predict the reactants needed to synthesize it. The reactants are: CN(C)C=O.[CH3:6][C:7]1([CH3:14])[O:12][CH2:11][CH:10]([OH:13])[CH2:9][O:8]1.[H-].[Na+].[CH2:17](Br)[C:18]1[CH:23]=[CH:22][CH:21]=[CH:20][CH:19]=1. (3) Given the product [NH2:1][C:2]1[C:13]([Br:21])=[CH:12][C:5]([C:6]([O:8][CH:9]([CH3:10])[CH3:11])=[O:7])=[CH:4][N:3]=1, predict the reactants needed to synthesize it. The reactants are: [NH2:1][C:2]1[CH:13]=[CH:12][C:5]([C:6]([O:8][CH:9]([CH3:11])[CH3:10])=[O:7])=[CH:4][N:3]=1.C1C(=O)N([Br:21])C(=O)C1. (4) Given the product [BrH:14].[CH2:10]1[C:11]2[C:6](=[CH:5][C:4]([OH:3])=[CH:13][CH:12]=2)[CH2:7][CH2:8][NH:9]1, predict the reactants needed to synthesize it. The reactants are: Cl.C[O:3][C:4]1[CH:5]=[C:6]2[C:11](=[CH:12][CH:13]=1)[CH2:10][NH:9][CH2:8][CH2:7]2.[BrH:14].